From a dataset of Forward reaction prediction with 1.9M reactions from USPTO patents (1976-2016). Predict the product of the given reaction. (1) Given the reactants Cl[C:2]1[N:9]=[C:8](Cl)[CH:7]=[C:6]([CH3:11])[C:3]=1[C:4]#[N:5].C([O-])(=O)C.[Na+], predict the reaction product. The product is: [CH3:11][C:6]1[C:3]([C:4]#[N:5])=[CH:2][N:9]=[CH:8][CH:7]=1. (2) Given the reactants O[N:2]=[CH:3][C:4]1[CH:9]=[CH:8][N:7]2[C:10]([C:13]3[CH:14]=[C:15]([C:19]4[C:20]([C:25]#[N:26])=[CH:21][CH:22]=[CH:23][CH:24]=4)[CH:16]=[CH:17][CH:18]=3)=[CH:11][N:12]=[C:6]2[CH:5]=1.C(N(CC)CC)C.C(N1C=CN=C1)(N1C=CN=C1)=O, predict the reaction product. The product is: [NH3:2].[C:25]([C:20]1[CH:21]=[CH:22][CH:23]=[CH:24][C:19]=1[C:15]1[CH:16]=[CH:17][CH:18]=[C:13]([C:10]2[N:7]3[CH:8]=[CH:9][C:4]([C:3]#[N:2])=[CH:5][C:6]3=[N:12][CH:11]=2)[CH:14]=1)#[N:26]. (3) Given the reactants C(O)(C(F)(F)F)=O.C(OC([N:15]1[CH2:20][CH2:19][N:18]([C:21]2[N:26]=[C:25]([C:27]3[CH:32]=[CH:31][N:30]=[C:29]([NH:33][CH:34]4[CH2:39][CH2:38][CH2:37][CH2:36][CH2:35]4)[CH:28]=3)[CH:24]=[C:23]([NH:40][C:41]([O:43][CH3:44])=[O:42])[CH:22]=2)[CH2:17][CH2:16]1)=O)(C)(C)C, predict the reaction product. The product is: [CH3:44][O:43][C:41](=[O:42])[NH:40][C:23]1[CH:22]=[C:21]([N:18]2[CH2:19][CH2:20][NH:15][CH2:16][CH2:17]2)[N:26]=[C:25]([C:27]2[CH:32]=[CH:31][N:30]=[C:29]([NH:33][CH:34]3[CH2:35][CH2:36][CH2:37][CH2:38][CH2:39]3)[CH:28]=2)[CH:24]=1. (4) Given the reactants [Cl:1][C:2]1[CH:7]=[C:6]([CH3:8])[CH:5]=[CH:4][N:3]=1.OO.C([O-])([O-])=[O:12].[Na+].[Na+], predict the reaction product. The product is: [Cl:1][C:2]1[CH:7]=[C:6]([CH3:8])[CH:5]=[CH:4][N+:3]=1[O-:12]. (5) Given the reactants Cl.[CH3:2][N:3]1[CH2:8][CH2:7][N:6]([CH2:9][CH2:10][NH:11][C:12]([C:14]2[CH:42]=[CH:41][C:17]([C:18]([NH:20][C:21]3[CH:26]=[C:25]([C:27]4[CH:28]=[N:29][CH:30]=[CH:31][CH:32]=4)[CH:24]=[CH:23][C:22]=3[NH:33]C(=O)OC(C)(C)C)=[O:19])=[CH:16][CH:15]=2)=[O:13])[CH2:5][CH2:4]1, predict the reaction product. The product is: [NH2:33][C:22]1[CH:23]=[CH:24][C:25]([C:27]2[CH:28]=[N:29][CH:30]=[CH:31][CH:32]=2)=[CH:26][C:21]=1[NH:20][C:18](=[O:19])[C:17]1[CH:41]=[CH:42][C:14]([C:12]([NH:11][CH2:10][CH2:9][N:6]2[CH2:7][CH2:8][N:3]([CH3:2])[CH2:4][CH2:5]2)=[O:13])=[CH:15][CH:16]=1. (6) Given the reactants [Cl-].O[NH3+:3].[C:4](=[O:7])([O-])[OH:5].[Na+].CS(C)=O.[CH3:13][C:14]([CH3:47])([CH3:46])[C:15](=[O:45])[CH2:16][N:17]1[C:22](=[O:23])[C:21]2[CH:24]=[C:25]([CH2:27][CH3:28])[S:26][C:20]=2[N:19]([CH2:29][C:30]2[CH:35]=[CH:34][C:33]([C:36]3[C:37]([C:42]#[N:43])=[CH:38][CH:39]=[CH:40][CH:41]=3)=[CH:32][CH:31]=2)[C:18]1=[O:44], predict the reaction product. The product is: [CH3:47][C:14]([CH3:46])([CH3:13])[C:15](=[O:45])[CH2:16][N:17]1[C:22](=[O:23])[C:21]2[CH:24]=[C:25]([CH2:27][CH3:28])[S:26][C:20]=2[N:19]([CH2:29][C:30]2[CH:35]=[CH:34][C:33]([C:36]3[CH:41]=[CH:40][CH:39]=[CH:38][C:37]=3[C:42]3[NH:3][C:4](=[O:7])[O:5][N:43]=3)=[CH:32][CH:31]=2)[C:18]1=[O:44]. (7) Given the reactants [CH2:1]([OH:23])[C@H:2]1[O:7][C@@H:6]([O:8][C@H]2[C@H](O)[C@@H](O)[C@H](O)O[C@@H]2CO)[C@H:5]([OH:20])[C@@H:4]([OH:21])[C@@H:3]1[OH:22].C([O-])(=O)C.[Na+], predict the reaction product. The product is: [O:8]=[CH:6][C@@H:5]([C@H:4]([C@@H:3]([C@@H:2]([CH2:1][OH:23])[OH:7])[OH:22])[OH:21])[OH:20]. (8) Given the reactants F[C:2]1[CH:7]=[CH:6][CH:5]=[CH:4][C:3]=1[NH:8][C:9](=[S:35])[NH:10][C:11]1[CH:16]=[CH:15][C:14]([C:17]2[CH:18]=[C:19]3[C:23](=[CH:24][CH:25]=2)[C:22](=[O:26])[N:21]([C@@H:27]([CH:32]([CH3:34])[CH3:33])[C:28]([O:30][CH3:31])=[O:29])[CH2:20]3)=[CH:13][CH:12]=1.[NH2:36][C:37]1C=CC(C2C=C3C(=CC=2)C(=O)N([C@@H](C(C)C)C(OC)=O)C3)=CC=1.C(C1C=CC(N=C=S)=CC=1)#N, predict the reaction product. The product is: [C:37]([C:6]1[CH:5]=[CH:4][C:3]([NH:8][C:9](=[S:35])[NH:10][C:11]2[CH:12]=[CH:13][C:14]([C:17]3[CH:18]=[C:19]4[C:23](=[CH:24][CH:25]=3)[C:22](=[O:26])[N:21]([C@@H:27]([CH:32]([CH3:33])[CH3:34])[C:28]([O:30][CH3:31])=[O:29])[CH2:20]4)=[CH:15][CH:16]=2)=[CH:2][CH:7]=1)#[N:36]. (9) Given the reactants O[C@H:2]1[C@H:7]([C:8]2[CH:13]=[CH:12][C:11]([OH:14])=[CH:10][CH:9]=2)[CH2:6][CH2:5][N:4]([C:15]([O:17][C:18]([CH3:21])([CH3:20])[CH3:19])=[O:16])[CH2:3]1.COCCN(S(F)(F)[F:32])CCOC.C1(C)C=CC=CC=1.[Cl-].[NH4+], predict the reaction product. The product is: [F:32][C@H:2]1[C@H:7]([C:8]2[CH:13]=[CH:12][C:11]([OH:14])=[CH:10][CH:9]=2)[CH2:6][CH2:5][N:4]([C:15]([O:17][C:18]([CH3:21])([CH3:20])[CH3:19])=[O:16])[CH2:3]1. (10) Given the reactants [C:1]([O:5][C:6]([N:8]1[CH2:13][CH2:12][N:11]2[C:14]([CH:19]3[CH2:24][CH2:23][N:22]([C:25]([O:27][CH2:28][C:29]4[CH:34]=[CH:33][CH:32]=[CH:31][CH:30]=4)=[O:26])[CH2:21][CH2:20]3)=[CH:15][C:16]([C:17]#[N:18])=[C:10]2[CH2:9]1)=[O:7])([CH3:4])([CH3:3])[CH3:2].C(O[C:40]([N:42]1CCN2C(C3CCN(C(OCC4C=CC=CC=4)=O)CC3)=C(C#N)C=C2C1)=O)(C)(C)C, predict the reaction product. The product is: [C:1]([O:5][C:6]([N:8]1[CH2:13][CH2:12][N:11]2[C:14]([CH:19]3[CH2:20][CH2:21][N:22]([C:25]([O:27][CH2:28][C:29]4[CH:34]=[CH:33][CH:32]=[CH:31][CH:30]=4)=[O:26])[CH2:23][CH2:24]3)=[C:15]([C:40]#[N:42])[C:16]([C:17]#[N:18])=[C:10]2[CH2:9]1)=[O:7])([CH3:4])([CH3:2])[CH3:3].